From a dataset of Full USPTO retrosynthesis dataset with 1.9M reactions from patents (1976-2016). Predict the reactants needed to synthesize the given product. Given the product [Cl-:18].[CH3:8][O:9][Si:10]([CH2:15][CH2:16][CH2:17][N+:3]([CH2:6][CH3:7])([CH2:4][CH3:5])[CH2:1][CH3:2])([O:13][CH3:14])[O:11][CH3:12], predict the reactants needed to synthesize it. The reactants are: [CH2:1]([N:3]([CH2:6][CH3:7])[CH2:4][CH3:5])[CH3:2].[CH3:8][O:9][Si:10]([CH2:15][CH2:16][CH2:17][Cl:18])([O:13][CH3:14])[O:11][CH3:12].